Dataset: Reaction yield outcomes from USPTO patents with 853,638 reactions. Task: Predict the reaction yield, written as a fraction of the theoretical maximum amount of product (1.0 means a 100% yield; for example, 0.34 means a 34% yield). The reactants are CN(C(ON1N=NC2C=CC=NC1=2)=[N+](C)C)C.F[P-](F)(F)(F)(F)F.CCN(CC)CC.[F:32][C:33]1[CH:38]=[CH:37][C:36]([CH2:39][CH2:40][CH2:41][S:42][C:43]2[N:51]=[CH:50][CH:49]=[CH:48][C:44]=2[C:45]([OH:47])=O)=[CH:35][CH:34]=1.[CH3:52][C:53]([CH3:58])([CH3:57])[CH2:54][CH2:55][NH2:56]. The yield is 0.670. The catalyst is C1COCC1.CCCCCC.CC(=O)OCC.CC(=O)OCC. The product is [CH3:52][C:53]([CH3:58])([CH3:57])[CH2:54][CH2:55][NH:56][C:45]([C:44]1[C:43]([S:42][CH2:41][CH2:40][CH2:39][C:36]2[CH:35]=[CH:34][C:33]([F:32])=[CH:38][CH:37]=2)=[N:51][CH:50]=[CH:49][CH:48]=1)=[O:47].